The task is: Predict the reaction yield, written as a fraction of the theoretical maximum amount of product (1.0 means a 100% yield; for example, 0.34 means a 34% yield).. This data is from Reaction yield outcomes from USPTO patents with 853,638 reactions. (1) The reactants are CCN(C(C)C)C(C)C.[C:10]1([N:16]2[CH:20]=[C:19]([C:21]([NH:23][CH2:24][C:25]([OH:27])=O)=[O:22])[N:18]=[CH:17]2)[CH:15]=[CH:14][CH:13]=[CH:12][CH:11]=1.C1(N2C=C(C(O)=O)N=C2)C=CC=CC=1.C1C=CC2N(O)N=NC=2C=1.CCN=C=NCCCN(C)C.Cl.[F:64][C:65]1[CH:77]=[CH:76][C:68]([O:69][CH:70]2[CH2:75][CH2:74][NH:73][CH2:72][CH2:71]2)=[CH:67][C:66]=1[C:78]([F:81])([F:80])[F:79].Cl.ClC1C=CC=CC=1OC1CCNCC1. The catalyst is CN(C=O)C.O. The product is [F:64][C:65]1[CH:77]=[CH:76][C:68]([O:69][CH:70]2[CH2:75][CH2:74][N:73]([C:25](=[O:27])[CH2:24][NH:23][C:21]([C:19]3[N:18]=[CH:17][N:16]([C:10]4[CH:11]=[CH:12][CH:13]=[CH:14][CH:15]=4)[CH:20]=3)=[O:22])[CH2:72][CH2:71]2)=[CH:67][C:66]=1[C:78]([F:81])([F:79])[F:80]. The yield is 0.490. (2) The reactants are C([O:3][C:4]([C:6]1[NH:7][C:8]2[C:13]([CH:14]=1)=[CH:12][CH:11]=[C:10]([Cl:15])[CH:9]=2)=O)C.[H-].[Al+3].[Li+].[H-].[H-].[H-]. The catalyst is C(OCC)C. The product is [Cl:15][C:10]1[CH:9]=[C:8]2[C:13]([CH:14]=[C:6]([CH2:4][OH:3])[NH:7]2)=[CH:12][CH:11]=1. The yield is 1.00. (3) The reactants are COC(=O)C(O)=CC(=O)N(CC1C=CC(Cl)=C(Cl)C=1)C.C=O.[CH2:23]([O:25][P:26]([CH2:31][CH2:32][NH2:33])(=[O:30])[O:27][CH2:28][CH3:29])[CH3:24].[Cl:34][C:35]1[CH:36]=[C:37]([CH:51]=[CH:52][C:53]=1[Cl:54])[CH2:38][N:39]([CH3:50])[C:40]([C:42]1[CH2:43]N(C)[C:45](=[O:48])[C:46]=1[OH:47])=[O:41]. The catalyst is C(Cl)Cl.CCCCCC. The product is [CH2:28]([O:27][P:26]([CH2:31][CH2:32][N:33]1[CH2:43][C:42]([C:40](=[O:41])[N:39]([CH2:38][C:37]2[CH:51]=[CH:52][C:53]([Cl:54])=[C:35]([Cl:34])[CH:36]=2)[CH3:50])=[C:46]([OH:47])[C:45]1=[O:48])(=[O:30])[O:25][CH2:23][CH3:24])[CH3:29]. The yield is 0.440. (4) The reactants are [NH:1]1[C:9]2[C:4](=[CH:5][CH:6]=[CH:7][C:8]=2[C:10]([OH:12])=O)[CH:3]=[CH:2]1.CN(C(ON1N=NC2C=CC=CC1=2)=[N+](C)C)C.[B-](F)(F)(F)F.C(N(CC)C(C)C)(C)C.[C:44]([C:48]1[CH:65]=[CH:64][C:51]([CH2:52][NH:53][CH2:54][CH2:55][C:56]2[CH:61]=[CH:60][C:59]([F:62])=[C:58]([F:63])[CH:57]=2)=[CH:50][CH:49]=1)([CH3:47])([CH3:46])[CH3:45]. The catalyst is CN(C=O)C.O. The product is [C:44]([C:48]1[CH:65]=[CH:64][C:51]([CH2:52][N:53]([CH2:54][CH2:55][C:56]2[CH:61]=[CH:60][C:59]([F:62])=[C:58]([F:63])[CH:57]=2)[C:10]([C:8]2[CH:7]=[CH:6][CH:5]=[C:4]3[C:9]=2[NH:1][CH:2]=[CH:3]3)=[O:12])=[CH:50][CH:49]=1)([CH3:47])([CH3:45])[CH3:46]. The yield is 0.660. (5) The product is [F:1][C:2]1[CH:10]=[CH:9][C:8]([N+:11]([O-:13])=[O:12])=[CH:7][C:3]=1[C:4]([NH:17][CH2:16][CH2:14][OH:15])=[O:6]. The reactants are [F:1][C:2]1[CH:10]=[CH:9][C:8]([N+:11]([O-:13])=[O:12])=[CH:7][C:3]=1[C:4]([OH:6])=O.[CH2:14]([CH2:16][NH2:17])[OH:15]. The yield is 0.920. The catalyst is O=S(Cl)Cl.CN(C=O)C. (6) The reactants are I[C:2]1[CH:14]=[CH:13][C:12]([O:15][CH3:16])=[CH:11][C:3]=1[NH:4][C:5](=O)[C:6](F)(F)F.C(N(CC)C(C)C)(C)C.[CH:26]#CC.[CH3:29][O:30][C:31]1[CH:32]=[C:33](I)[CH:34]=[C:35]([O:39][CH3:40])[C:36]=1[O:37][CH3:38].[C:42]([O-:45])([O-])=O.[K+].[K+]. The catalyst is CN(C=O)C.[Cu]I. The product is [CH3:16][O:15][C:12]1[CH:11]=[C:3]2[C:2]([C:6]([C:42](=[O:45])[C:33]3[CH:32]=[C:31]([O:30][CH3:29])[C:36]([O:37][CH3:38])=[C:35]([O:39][CH3:40])[CH:34]=3)=[C:5]([CH3:26])[NH:4]2)=[CH:14][CH:13]=1. The yield is 0.550. (7) The reactants are Br[C:2]1[CH:11]=[N:10][C:9]2[N:8]([CH2:12][C:13]3[CH:18]=[CH:17][C:16]([O:19][CH3:20])=[CH:15][CH:14]=3)[C:7](=[O:21])[N:6]3[N:22]=[CH:23][N:24]=[C:5]3[C:4]=2[CH:3]=1.[CH:25]1([N:28]2[CH2:33][CH2:32][NH:31][CH2:30][CH2:29]2)[CH2:27][CH2:26]1.C1(P(C2C=CC=CC=2)C2C=CC3C(=CC=CC=3)C=2C2C3C(=CC=CC=3)C=CC=2P(C2C=CC=CC=2)C2C=CC=CC=2)C=CC=CC=1.C(=O)([O-])[O-].[Cs+].[Cs+]. The catalyst is C1(C)C=CC=CC=1.C([O-])(=O)C.[Pd+2].C([O-])(=O)C. The product is [CH:25]1([N:28]2[CH2:33][CH2:32][N:31]([C:2]3[CH:11]=[N:10][C:9]4[N:8]([CH2:12][C:13]5[CH:18]=[CH:17][C:16]([O:19][CH3:20])=[CH:15][CH:14]=5)[C:7](=[O:21])[N:6]5[N:22]=[CH:23][N:24]=[C:5]5[C:4]=4[CH:3]=3)[CH2:30][CH2:29]2)[CH2:27][CH2:26]1. The yield is 0.270.